Dataset: Retrosynthesis with 50K atom-mapped reactions and 10 reaction types from USPTO. Task: Predict the reactants needed to synthesize the given product. (1) Given the product O=C(CC1CC1)Nc1cn2nc(I)ccc2n1, predict the reactants needed to synthesize it. The reactants are: Nc1cn2nc(I)ccc2n1.O=C(O)CC1CC1. (2) Given the product CC(C)(O)C#Cc1ccc2c(c1)-c1nc(C(N)=O)c(COc3ccccc3F)n1CCO2, predict the reactants needed to synthesize it. The reactants are: C#CC(C)(C)O.NC(=O)c1nc2n(c1COc1ccccc1F)CCOc1ccc(Br)cc1-2. (3) Given the product CC(C)(C)C(=O)OCOC(=O)[C@@H]1C[C@H](c2ccccc2)CN1C(=O)OCc1ccccc1, predict the reactants needed to synthesize it. The reactants are: CC(C)(C)C(=O)OCCl.O=C(O)[C@@H]1C[C@H](c2ccccc2)CN1C(=O)OCc1ccccc1.